From a dataset of Reaction yield outcomes from USPTO patents with 853,638 reactions. Predict the reaction yield, written as a fraction of the theoretical maximum amount of product (1.0 means a 100% yield; for example, 0.34 means a 34% yield). (1) The catalyst is ClCCl. The yield is 0.730. The reactants are [F:1][C:2]1[C:30]([N:31]2[CH2:36][CH2:35][NH:34][CH2:33][CH2:32]2)=[CH:29][C:5]2[N:6]([CH2:17][C:18]3[CH:23]=[CH:22][C:21]([O:24][C:25]([F:28])([F:27])[F:26])=[CH:20][CH:19]=3)[C:7]([CH2:9][O:10][C:11]3[CH:16]=[CH:15][CH:14]=[CH:13][CH:12]=3)=[N:8][C:4]=2[CH:3]=1.[C:37](Cl)(=[O:44])[C:38]1[CH:43]=[CH:42][CH:41]=[CH:40][CH:39]=1. The product is [F:1][C:2]1[C:30]([N:31]2[CH2:36][CH2:35][N:34]([C:37]([C:38]3[CH:43]=[CH:42][CH:41]=[CH:40][CH:39]=3)=[O:44])[CH2:33][CH2:32]2)=[CH:29][C:5]2[N:6]([CH2:17][C:18]3[CH:19]=[CH:20][C:21]([O:24][C:25]([F:26])([F:27])[F:28])=[CH:22][CH:23]=3)[C:7]([CH2:9][O:10][C:11]3[CH:12]=[CH:13][CH:14]=[CH:15][CH:16]=3)=[N:8][C:4]=2[CH:3]=1. (2) The reactants are [CH3:1]N(C(ON1N=NC2C=CC=CC1=2)=[N+](C)C)C.[B-](F)(F)(F)F.[CH:23]1([C:29]2[C:30]3[CH:31]=[CH:32][C:33]([C:50]([O:52]C)=[O:51])=[CH:34][C:35]=3[N:36]3[CH:42]=[C:41]([C:43](O)=[O:44])[CH2:40][C:39]4[CH:46]=[CH:47][CH:48]=[CH:49][C:38]=4[C:37]=23)[CH2:28][CH2:27][CH2:26][CH2:25][CH2:24]1.[NH:54]1[CH2:59][CH2:58][O:57][CH2:56][CH2:55]1.C(N(CC)C(C)C)(C)C. The catalyst is CN(C=O)C. The product is [CH3:1][C:49]1[C:38]2[C:37]3=[C:29]([CH:23]4[CH2:28][CH2:27][CH2:26][CH2:25][CH2:24]4)[C:30]4[CH:31]=[CH:32][C:33]([C:50]([OH:52])=[O:51])=[CH:34][C:35]=4[N:36]3[CH:42]=[C:41]([C:43]([N:54]3[CH2:59][CH2:58][O:57][CH2:56][CH2:55]3)=[O:44])[CH2:40][C:39]=2[CH:46]=[CH:47][CH:48]=1. The yield is 0.440. (3) The reactants are [CH2:1]([O:3][C:4]([N:6]1[C:15]2[C:10](=[CH:11][C:12]([CH3:17])=[C:13]([CH3:16])[CH:14]=2)[N:9]([CH:18]([C:23]2[CH:28]=[C:27]([C:29]([F:32])([F:31])[F:30])[CH:26]=[C:25]([C:33]([F:36])([F:35])[F:34])[CH:24]=2)[C:19](OC)=[O:20])[CH2:8][CH:7]1[CH2:37][CH3:38])=[O:5])[CH3:2].[H-].[Al+3].[Li+].[H-].[H-].[H-]. The catalyst is O1CCCC1. The product is [CH2:1]([O:3][C:4]([N:6]1[C:15]2[C:10](=[CH:11][C:12]([CH3:17])=[C:13]([CH3:16])[CH:14]=2)[N:9]([CH:18]([C:23]2[CH:28]=[C:27]([C:29]([F:30])([F:31])[F:32])[CH:26]=[C:25]([C:33]([F:36])([F:34])[F:35])[CH:24]=2)[CH2:19][OH:20])[CH2:8][CH:7]1[CH2:37][CH3:38])=[O:5])[CH3:2]. The yield is 0.700. (4) The reactants are [N:1]1[CH:6]=[CH:5][CH:4]=[C:3](/[CH:7]=[CH:8]/[CH2:9][CH:10]([OH:12])[CH3:11])[CH:2]=1.[C:13]1([CH3:23])[CH:18]=[CH:17][C:16]([S:19](Cl)(=[O:21])=[O:20])=[CH:15][CH:14]=1. The catalyst is N1C=CC=CC=1. The product is [C:13]1([CH3:23])[CH:18]=[CH:17][C:16]([S:19]([O:12][CH:10]([CH2:9]/[CH:8]=[CH:7]/[C:3]2[CH:2]=[N:1][CH:6]=[CH:5][CH:4]=2)[CH3:11])(=[O:21])=[O:20])=[CH:15][CH:14]=1. The yield is 0.601. (5) The reactants are Br[C:2]1[CH:11]=[CH:10][C:5]([C:6]([O:8][CH3:9])=[O:7])=[CH:4][CH:3]=1.C(=O)([O-])[O-].[Cs+].[Cs+].[NH2:18][C:19]1[CH:24]=[CH:23][CH:22]=[CH:21][CH:20]=1. No catalyst specified. The product is [C:19]1([NH:18][C:2]2[CH:11]=[CH:10][C:5]([C:6]([O:8][CH3:9])=[O:7])=[CH:4][CH:3]=2)[CH:24]=[CH:23][CH:22]=[CH:21][CH:20]=1. The yield is 1.00.